This data is from Catalyst prediction with 721,799 reactions and 888 catalyst types from USPTO. The task is: Predict which catalyst facilitates the given reaction. (1) Reactant: [CH3:1][C:2]1[N:7]=[C:6]([C:8]2[CH:13]=[CH:12][CH:11]=[C:10]([C:14]3[CH:15]=[C:16]([S:20](Cl)(=[O:22])=[O:21])[CH:17]=[CH:18][CH:19]=3)[N:9]=2)[CH:5]=[C:4]([C:24]2[CH:29]=[CH:28][C:27]([C:30]([F:33])([F:32])[F:31])=[CH:26][CH:25]=2)[CH:3]=1.[NH2:34][CH:35]1[CH2:40][CH2:39][O:38][CH2:37][CH2:36]1. Product: [CH3:1][C:2]1[N:7]=[C:6]([C:8]2[CH:13]=[CH:12][CH:11]=[C:10]([C:14]3[CH:15]=[C:16]([S:20]([NH:34][CH:35]4[CH2:40][CH2:39][O:38][CH2:37][CH2:36]4)(=[O:22])=[O:21])[CH:17]=[CH:18][CH:19]=3)[N:9]=2)[CH:5]=[C:4]([C:24]2[CH:29]=[CH:28][C:27]([C:30]([F:33])([F:32])[F:31])=[CH:26][CH:25]=2)[CH:3]=1. The catalyst class is: 49. (2) Reactant: CO[C:3](=[O:12])[CH2:4][CH2:5][C:6]1[CH:7]=[N:8][CH:9]=[CH:10][CH:11]=1.[C:13]1([CH:19]([C:31]2[CH:36]=[CH:35][CH:34]=[CH:33][CH:32]=2)[N:20]2[CH2:25][CH2:24][CH:23]([CH2:26][CH2:27][CH2:28][CH2:29][NH2:30])[CH2:22][CH2:21]2)[CH:18]=[CH:17][CH:16]=[CH:15][CH:14]=1.C[O-].[Na+]. Product: [C:13]1([CH:19]([C:31]2[CH:36]=[CH:35][CH:34]=[CH:33][CH:32]=2)[N:20]2[CH2:25][CH2:24][CH:23]([CH2:26][CH2:27][CH2:28][CH2:29][NH:30][C:3](=[O:12])[CH2:4][CH2:5][C:6]3[CH:7]=[N:8][CH:9]=[CH:10][CH:11]=3)[CH2:22][CH2:21]2)[CH:14]=[CH:15][CH:16]=[CH:17][CH:18]=1. The catalyst class is: 442. (3) Reactant: [Br:1][C:2]1[C:7](F)=[CH:6][N:5]=[C:4]([C:9]2[CH2:13][CH2:12][C@:11]3([CH2:17][CH2:16][N:15]([CH3:18])[C:14]3=[O:19])[N:10]=2)[CH:3]=1.[CH3:20][O-:21].[Na+].CO. Product: [Br:1][C:2]1[C:7]([O:21][CH3:20])=[CH:6][N:5]=[C:4]([C:9]2[CH2:13][CH2:12][C@:11]3([CH2:17][CH2:16][N:15]([CH3:18])[C:14]3=[O:19])[N:10]=2)[CH:3]=1. The catalyst class is: 1. (4) Reactant: [C:1](O)(=[O:9])[C:2]1[C:3](=[CH:5][CH:6]=[CH:7][CH:8]=1)[SH:4].[F:11][C:12]1[CH:17]=[CH:16][C:15]([OH:18])=[CH:14][CH:13]=1. Product: [F:11][C:12]1[C:17]2[C:1](=[O:9])[C:2]3[C:3](=[CH:5][CH:6]=[CH:7][CH:8]=3)[S:4][C:16]=2[C:15]([OH:18])=[CH:14][CH:13]=1. The catalyst class is: 82.